From a dataset of Full USPTO retrosynthesis dataset with 1.9M reactions from patents (1976-2016). Predict the reactants needed to synthesize the given product. Given the product [Cl:1][C:2]1[CH:3]=[C:4]2[C:9](=[CH:10][C:11]=1[C:12]([CH3:15])([CH3:16])[CH2:13][O:14][CH3:29])[O:8][CH:7]([C:17]([F:20])([F:19])[F:18])[C:6]([C:21]([O:23][CH2:24][CH3:25])=[O:22])=[CH:5]2, predict the reactants needed to synthesize it. The reactants are: [Cl:1][C:2]1[CH:3]=[C:4]2[C:9](=[CH:10][C:11]=1[C:12]([CH3:16])([CH3:15])[CH2:13][OH:14])[O:8][CH:7]([C:17]([F:20])([F:19])[F:18])[C:6]([C:21]([O:23][CH2:24][CH3:25])=[O:22])=[CH:5]2.[H-].[Na+].I[CH3:29].O.